From a dataset of Catalyst prediction with 721,799 reactions and 888 catalyst types from USPTO. Predict which catalyst facilitates the given reaction. (1) Reactant: [C:1]([O:5][C:6]([N:8]1[CH2:13][CH2:12][CH:11]([CH2:14][O:15][C:16]2[C:25]3[C:20](=[CH:21][CH:22]=[CH:23][CH:24]=3)[C:19]([Cl:26])=[CH:18][C:17]=2[C:27](=[O:38])[NH:28][C:29]([C:33]([O:35]CC)=[O:34])([CH3:32])[CH2:30][CH3:31])[CH2:10][CH2:9]1)=[O:7])([CH3:4])([CH3:3])[CH3:2].CO.[OH-].[Na+]. Product: [C:1]([O:5][C:6]([N:8]1[CH2:9][CH2:10][CH:11]([CH2:14][O:15][C:16]2[C:25]3[C:20](=[CH:21][CH:22]=[CH:23][CH:24]=3)[C:19]([Cl:26])=[CH:18][C:17]=2[C:27](=[O:38])[NH:28][C:29]([C:33]([OH:35])=[O:34])([CH3:32])[CH2:30][CH3:31])[CH2:12][CH2:13]1)=[O:7])([CH3:2])([CH3:3])[CH3:4]. The catalyst class is: 1. (2) Reactant: C([BH3-])#N.[Na+].[NH:5]1[C:13]2[C:8](=[CH:9][C:10]([C:14]([O:16][CH3:17])=[O:15])=[CH:11][CH:12]=2)[CH:7]=[CH:6]1. Product: [CH3:17][O:16][C:14]([C:10]1[CH:9]=[C:8]2[C:13](=[CH:12][CH:11]=1)[NH:5][CH2:6][CH2:7]2)=[O:15]. The catalyst class is: 52.